Predict the reactants needed to synthesize the given product. From a dataset of Full USPTO retrosynthesis dataset with 1.9M reactions from patents (1976-2016). (1) Given the product [CH2:7]([N:14]1[C:23]2[C:18](=[C:19]([CH2:25][CH:26]3[S:30][C:29](=[O:31])[NH:28][C:27]3=[O:32])[CH:20]=[CH:21][C:22]=2[O:24][CH2:35][CH2:36][CH2:37][CH3:38])[CH2:17][CH2:16][C:15]1=[O:33])[C:8]1[CH:13]=[CH:12][CH:11]=[CH:10][CH:9]=1, predict the reactants needed to synthesize it. The reactants are: CC(C)([O-])C.[K+].[CH2:7]([N:14]1[C:23]2[C:18](=[C:19]([CH2:25][CH:26]3[S:30][C:29](=[O:31])[NH:28][C:27]3=[O:32])[CH:20]=[CH:21][C:22]=2[OH:24])[CH2:17][CH2:16][C:15]1=[O:33])[C:8]1[CH:13]=[CH:12][CH:11]=[CH:10][CH:9]=1.I[CH2:35][CH2:36][CH2:37][CH3:38].S([O-])(O)(=O)=O.[K+]. (2) Given the product [CH3:1][O:2][C:3]([C@@H:5]1[CH2:9][C@@H:8]([O:10][Si:30]([CH3:33])([CH3:32])[CH3:31])[CH2:7][N:6]1[C:11]([O:13][CH2:14][C:15]1[CH:20]=[CH:19][CH:18]=[CH:17][CH:16]=1)=[O:12])=[O:4], predict the reactants needed to synthesize it. The reactants are: [CH3:1][O:2][C:3]([C@@H:5]1[CH2:9][C@@H:8]([OH:10])[CH2:7][N:6]1[C:11]([O:13][CH2:14][C:15]1[CH:20]=[CH:19][CH:18]=[CH:17][CH:16]=1)=[O:12])=[O:4].CCN(C(C)C)C(C)C.[Si:30](Cl)([CH3:33])([CH3:32])[CH3:31].CCOC(C)=O. (3) Given the product [NH2:24][C:17]1[C:16]2[N:15]=[C:14]([CH2:25][CH2:26][CH2:27][CH3:28])[N:13]([CH2:12][CH2:11][CH2:10][CH2:9][NH:8][S:31]([N:30]([CH3:35])[CH3:29])(=[O:33])=[O:32])[C:21]=2[C:20]([CH3:22])=[C:19]([CH3:23])[N:18]=1, predict the reactants needed to synthesize it. The reactants are: C(N(CC)CC)C.[NH2:8][CH2:9][CH2:10][CH2:11][CH2:12][N:13]1[C:21]2[C:20]([CH3:22])=[C:19]([CH3:23])[N:18]=[C:17]([NH2:24])[C:16]=2[N:15]=[C:14]1[CH2:25][CH2:26][CH2:27][CH3:28].[CH3:29][N:30]([CH3:35])[S:31](Cl)(=[O:33])=[O:32]. (4) The reactants are: [N:1]1[CH:6]=[CH:5][C:4](B(O)O)=[CH:3][CH:2]=1.Br[C:11]1[CH:12]=[N:13][C:14]([N:17]([C@H:19]2[CH2:24][CH2:23][C@H:22]([C:25]#[C:26][CH2:27][N:28]([CH3:30])[CH3:29])[CH2:21][CH2:20]2)[CH3:18])=[N:15][CH:16]=1.C([O-])([O-])=O.[Na+].[Na+]. Given the product [CH3:30][N:28]([CH3:29])[CH2:27][C:26]#[C:25][C@H:22]1[CH2:21][CH2:20][C@H:19]([N:17]([CH3:18])[C:14]2[N:13]=[CH:12][C:11]([C:4]3[CH:5]=[CH:6][N:1]=[CH:2][CH:3]=3)=[CH:16][N:15]=2)[CH2:24][CH2:23]1, predict the reactants needed to synthesize it.